Dataset: Full USPTO retrosynthesis dataset with 1.9M reactions from patents (1976-2016). Task: Predict the reactants needed to synthesize the given product. Given the product [NH:11]1[CH:15]=[C:14]([N:16]2[C:19](=[O:26])[C:20]3[C:25](=[CH:24][CH:23]=[CH:22][CH:21]=3)[C:17]2=[O:27])[CH:13]=[N:12]1, predict the reactants needed to synthesize it. The reactants are: S([N:11]1[CH:15]=[C:14]([NH2:16])[CH:13]=[N:12]1)(C1C=CC(C)=CC=1)(=O)=O.[C:17]1(=[O:27])[C:25]2[C:20](=[CH:21][CH:22]=[CH:23][CH:24]=2)[C:19](=[O:26])O1.